This data is from NCI-60 drug combinations with 297,098 pairs across 59 cell lines. The task is: Regression. Given two drug SMILES strings and cell line genomic features, predict the synergy score measuring deviation from expected non-interaction effect. (1) Drug 1: CC1=C(C=C(C=C1)C(=O)NC2=CC(=CC(=C2)C(F)(F)F)N3C=C(N=C3)C)NC4=NC=CC(=N4)C5=CN=CC=C5. Drug 2: C1=NNC2=C1C(=O)NC=N2. Cell line: 786-0. Synergy scores: CSS=-1.70, Synergy_ZIP=1.63, Synergy_Bliss=2.23, Synergy_Loewe=-2.46, Synergy_HSA=-1.35. (2) Drug 1: CCCCC(=O)OCC(=O)C1(CC(C2=C(C1)C(=C3C(=C2O)C(=O)C4=C(C3=O)C=CC=C4OC)O)OC5CC(C(C(O5)C)O)NC(=O)C(F)(F)F)O. Drug 2: C1=CN(C=N1)CC(O)(P(=O)(O)O)P(=O)(O)O. Cell line: T-47D. Synergy scores: CSS=1.78, Synergy_ZIP=0.173, Synergy_Bliss=1.36, Synergy_Loewe=-0.280, Synergy_HSA=-0.911. (3) Drug 1: C1=CC(=C2C(=C1NCCNCCO)C(=O)C3=C(C=CC(=C3C2=O)O)O)NCCNCCO. Drug 2: COC1=CC(=CC(=C1O)OC)C2C3C(COC3=O)C(C4=CC5=C(C=C24)OCO5)OC6C(C(C7C(O6)COC(O7)C8=CC=CS8)O)O. Cell line: BT-549. Synergy scores: CSS=44.9, Synergy_ZIP=-5.23, Synergy_Bliss=-6.41, Synergy_Loewe=-1.73, Synergy_HSA=0.736. (4) Drug 1: CCC1(C2=C(COC1=O)C(=O)N3CC4=CC5=C(C=CC(=C5CN(C)C)O)N=C4C3=C2)O.Cl. Drug 2: CC12CCC3C(C1CCC2OP(=O)(O)O)CCC4=C3C=CC(=C4)OC(=O)N(CCCl)CCCl.[Na+]. Cell line: HOP-92. Synergy scores: CSS=27.5, Synergy_ZIP=0.971, Synergy_Bliss=3.41, Synergy_Loewe=-11.2, Synergy_HSA=5.73. (5) Drug 1: C1=NC2=C(N1)C(=S)N=C(N2)N. Drug 2: CC(C)(C#N)C1=CC(=CC(=C1)CN2C=NC=N2)C(C)(C)C#N. Cell line: RPMI-8226. Synergy scores: CSS=36.9, Synergy_ZIP=1.72, Synergy_Bliss=3.32, Synergy_Loewe=-2.85, Synergy_HSA=0.970.